This data is from CYP2C9 inhibition data for predicting drug metabolism from PubChem BioAssay. The task is: Regression/Classification. Given a drug SMILES string, predict its absorption, distribution, metabolism, or excretion properties. Task type varies by dataset: regression for continuous measurements (e.g., permeability, clearance, half-life) or binary classification for categorical outcomes (e.g., BBB penetration, CYP inhibition). Dataset: cyp2c9_veith. (1) The compound is OCc1ccc(-c2nn(Cc3ccccc3)c3ccccc23)o1. The result is 1 (inhibitor). (2) The compound is CC(C)(C)C1CCC(OCC(O)CN2CCN(c3ccccc3)CC2)CC1.Cl. The result is 0 (non-inhibitor). (3) The molecule is CCCC[N+]1(C)[C@H]2CC(OC(=O)[C@@H](CO)c3ccccc3)C[C@@H]1[C@@H]1O[C@@H]12. The result is 0 (non-inhibitor). (4) The molecule is CC1=C(/C=C\C(C)=C\C=C/C(C)=C/C=C\C=C(C)\C=C/C=C(C)/C=C\C2=C(C)[C@@H](O)C(=O)CC2(C)C)C(C)(C)CC(=O)[C@@H]1O. The result is 0 (non-inhibitor). (5) The compound is COc1ccc2nc(NCN3C(=O)c4ccccc4C3=O)sc2c1. The result is 0 (non-inhibitor). (6) The result is 1 (inhibitor). The compound is Fc1ccc(C(OCCN2CCN(C/C=C\c3ccccc3)CC2)c2ccc(F)cc2)cc1. (7) The molecule is N#CCCn1c(=O)c(-c2cccc(C#N)c2)nc2cnc(N3CCOCC3)nc21. The result is 0 (non-inhibitor).